Task: Predict the product of the given reaction.. Dataset: Forward reaction prediction with 1.9M reactions from USPTO patents (1976-2016) (1) Given the reactants [CH2:1]([OH:12])[CH2:2][CH2:3][CH2:4][CH2:5][CH2:6][CH2:7][CH2:8][CH2:9][CH2:10][OH:11].[C:13](Cl)(=[O:21])[CH2:14][CH2:15][CH2:16][CH2:17][CH2:18][CH2:19][CH3:20].C(OCCCCO)(=O)CCCCCCCCC, predict the reaction product. The product is: [C:13]([O:12][CH2:1][CH2:2][CH2:3][CH2:4][CH2:5][CH2:6][CH2:7][CH2:8][CH2:9][CH2:10][OH:11])(=[O:21])[CH2:14][CH2:15][CH2:16][CH2:17][CH2:18][CH2:19][CH3:20]. (2) Given the reactants [C:1]([C:3]1[CH:8]=[CH:7][C:6]([C:9]2[CH:10]=[N:11][C:12]([C:15]([F:18])([F:17])[F:16])=[N:13][CH:14]=2)=[CH:5][C:4]=1[CH2:19][NH:20][C:21]([C@@H:23]1[C@@H:27]([F:28])[CH2:26][CH2:25][N:24]1C(OC(C)(C)C)=O)=[O:22])#[N:2].Cl, predict the reaction product. The product is: [C:1]([C:3]1[CH:8]=[CH:7][C:6]([C:9]2[CH:10]=[N:11][C:12]([C:15]([F:17])([F:18])[F:16])=[N:13][CH:14]=2)=[CH:5][C:4]=1[CH2:19][NH:20][C:21]([C@@H:23]1[C@@H:27]([F:28])[CH2:26][CH2:25][NH:24]1)=[O:22])#[N:2]. (3) Given the reactants [Br:1][C:2]1[CH:3]=[C:4]2[C:8](=[C:9]([C:11]#[N:12])[CH:10]=1)[NH:7][N:6]=[C:5]2[CH:13]1[CH2:18][CH2:17][NH:16][CH2:15][CH2:14]1.C(N(C(C)C)CC)(C)C.[CH2:28]([S:30](Cl)(=[O:32])=[O:31])[CH3:29], predict the reaction product. The product is: [Br:1][C:2]1[CH:3]=[C:4]2[C:8](=[C:9]([C:11]#[N:12])[CH:10]=1)[NH:7][N:6]=[C:5]2[CH:13]1[CH2:18][CH2:17][N:16]([S:30]([CH2:28][CH3:29])(=[O:32])=[O:31])[CH2:15][CH2:14]1. (4) The product is: [F:35][C:23]1[CH:22]=[C:21]([N:6]2[C:5]3[CH2:8][CH2:9][O:10][CH2:11][C:4]=3[C:3]([C:2]([F:12])([F:1])[F:13])=[N:7]2)[CH:26]=[C:25]([F:27])[C:24]=1[CH2:28][N:29]1[CH2:33][CH2:32][CH2:31][C:30]1=[O:34]. Given the reactants [F:1][C:2]([F:13])([F:12])[C:3]1[C:4]2[CH2:11][O:10][CH2:9][CH2:8][C:5]=2[NH:6][N:7]=1.C(=O)([O-])[O-].[Cs+].[Cs+].Br[C:21]1[CH:26]=[C:25]([F:27])[C:24]([CH2:28][N:29]2[CH2:33][CH2:32][CH2:31][C:30]2=[O:34])=[C:23]([F:35])[CH:22]=1.CN(C)CC(O)=O, predict the reaction product. (5) The product is: [CH2:1]([C:13]1[CH:17]=[CH:16][S:15][C:14]=1/[CH:18]=[CH:18]/[C:14]1[S:15][CH:16]=[CH:17][C:13]=1[CH2:1][CH2:2][CH2:3][CH2:4][CH2:5][CH2:6][CH2:7][CH2:8][CH2:9][CH2:10][CH2:11][CH3:12])[CH2:2][CH2:3][CH2:4][CH2:5][CH2:6][CH2:7][CH2:8][CH2:9][CH2:10][CH2:11][CH3:12]. Given the reactants [CH2:1]([C:13]1[CH:17]=[CH:16][S:15][C:14]=1[CH:18]=O)[CH2:2][CH2:3][CH2:4][CH2:5][CH2:6][CH2:7][CH2:8][CH2:9][CH2:10][CH2:11][CH3:12], predict the reaction product. (6) Given the reactants [C:1]1(=[O:10])[C:9]2[C:4](=[CH:5][CH:6]=[CH:7][CH:8]=2)[CH2:3][NH:2]1.[Br:11][CH2:12][C:13]1[CH:18]=[CH:17][C:16]([CH2:19]Br)=[CH:15][CH:14]=1.C([O-])([O-])=O.[Cs+].[Cs+], predict the reaction product. The product is: [Br:11][CH2:12][C:13]1[CH:18]=[CH:17][C:16]([CH2:19][N:2]2[CH2:3][C:4]3[C:9](=[CH:8][CH:7]=[CH:6][CH:5]=3)[C:1]2=[O:10])=[CH:15][CH:14]=1.